Dataset: Catalyst prediction with 721,799 reactions and 888 catalyst types from USPTO. Task: Predict which catalyst facilitates the given reaction. (1) Reactant: [CH3:1][C:2]([O:45][CH2:46][C@H:47]1C[O:48]1)([CH3:44])[CH2:3][N:4]1[CH:8]=[CH:7][C:6]([NH:9][C:10]([CH:12]2[CH:16]([C:17]3[CH:22]=[CH:21][CH:20]=[C:19]([Cl:23])[C:18]=3[F:24])[C:15]([C:27]3[CH:32]=[CH:31][C:30]([Cl:33])=[CH:29][C:28]=3[F:34])([C:25]#[N:26])[CH:14]([CH2:35][C:36]([CH3:39])([CH3:38])[CH3:37])[N:13]2[CH2:40][CH:41]2[CH2:43][CH2:42]2)=[O:11])=[N:5]1.[CH3:50][NH:51][CH3:52].[CH3:53]C(O)C. Product: [CH3:50][N:51]([CH3:53])[CH2:52][C@@H:47]([OH:48])[CH2:46][O:45][C:2]([CH3:44])([CH3:1])[CH2:3][N:4]1[CH:8]=[CH:7][C:6]([NH:9][C:10]([CH:12]2[CH:16]([C:17]3[CH:22]=[CH:21][CH:20]=[C:19]([Cl:23])[C:18]=3[F:24])[C:15]([C:27]3[CH:32]=[CH:31][C:30]([Cl:33])=[CH:29][C:28]=3[F:34])([C:25]#[N:26])[CH:14]([CH2:35][C:36]([CH3:39])([CH3:38])[CH3:37])[N:13]2[CH2:40][CH:41]2[CH2:43][CH2:42]2)=[O:11])=[N:5]1. The catalyst class is: 1. (2) Reactant: [C:1]([O:5][C:6](=[O:22])[NH:7][C:8]1[CH:13]=[C:12]([C:14]([F:17])([F:16])[F:15])[C:11]([CH3:18])=[CH:10][C:9]=1[N+:19]([O-])=O)([CH3:4])([CH3:3])[CH3:2]. Product: [C:1]([O:5][C:6](=[O:22])[NH:7][C:8]1[CH:13]=[C:12]([C:14]([F:17])([F:16])[F:15])[C:11]([CH3:18])=[CH:10][C:9]=1[NH2:19])([CH3:4])([CH3:2])[CH3:3]. The catalyst class is: 45.